From a dataset of Reaction yield outcomes from USPTO patents with 853,638 reactions. Predict the reaction yield, written as a fraction of the theoretical maximum amount of product (1.0 means a 100% yield; for example, 0.34 means a 34% yield). (1) The reactants are C(N(CC)CC)C.[O:8]=[C:9]1[C:18]2[C:13](=[CH:14][CH:15]=[CH:16][CH:17]=2)[C:12]([CH2:19][C:20]2[CH:25]=[CH:24][N:23]=[C:22]([C:26]([OH:28])=O)[CH:21]=2)=[N:11][NH:10]1.Cl.[CH:30]1([O:35][CH:36]2[CH2:41][CH2:40][NH:39][CH2:38][CH2:37]2)[CH2:34][CH2:33][CH2:32][CH2:31]1.F[P-](F)(F)(F)(F)F.N1(OC(N(C)C)=[N+](C)C)C2C=CC=CC=2N=N1. The catalyst is CC(N(C)C)=O. The product is [CH:30]1([O:35][CH:36]2[CH2:41][CH2:40][N:39]([C:26]([C:22]3[CH:21]=[C:20]([CH2:19][C:12]4[C:13]5[C:18](=[CH:17][CH:16]=[CH:15][CH:14]=5)[C:9](=[O:8])[NH:10][N:11]=4)[CH:25]=[CH:24][N:23]=3)=[O:28])[CH2:38][CH2:37]2)[CH2:34][CH2:33][CH2:32][CH2:31]1. The yield is 0.0830. (2) The reactants are Cl[C:2]1[N:7]=[C:6]([NH:8][C:9]2[CH:14]=[CH:13][C:12]3[O:15][CH2:16][CH2:17][O:18][C:11]=3[CH:10]=2)[C:5]([F:19])=[CH:4][N:3]=1.C(N(CC)C(C)C)(C)C.[CH2:29]([O:35][C:36]1[CH:42]=[CH:41][C:39]([NH2:40])=[CH:38][CH:37]=1)[CH2:30][CH2:31][CH2:32][CH2:33][CH3:34]. The catalyst is C(O)CO. The product is [CH2:17]1[CH2:16][O:15][C:12]2[CH:13]=[CH:14][C:9]([NH:8][C:6]3[C:5]([F:19])=[CH:4][N:3]=[C:2]([NH:40][C:39]4[CH:38]=[CH:37][C:36]([O:35][CH2:29][CH2:30][CH2:31][CH2:32][CH2:33][CH3:34])=[CH:42][CH:41]=4)[N:7]=3)=[CH:10][C:11]=2[O:18]1. The yield is 0.230. (3) The reactants are [C:1]1([NH:7][NH2:8])[CH:6]=[CH:5][CH:4]=[CH:3][CH:2]=1.[CH:9]12[CH2:15][CH:12]([CH2:13][CH2:14]1)[CH2:11][CH:10]2[C:16]1[CH:21]=[CH:20][CH:19]=[CH:18][C:17]=1[NH:22][C:23]([C:25]1[C:26]([CH:31]([F:33])[F:32])=[N:27][N:28]([CH3:30])[CH:29]=1)=S.O.C1CCCCC1.C(OCC)(=O)C. The product is [CH:9]12[CH2:15][CH:12]([CH2:13][CH2:14]1)[CH2:11][CH:10]2[C:16]1[CH:21]=[CH:20][CH:19]=[CH:18][C:17]=1[NH:22][C:23]([C:25]1[C:26]([CH:31]([F:33])[F:32])=[N:27][N:28]([CH3:30])[CH:29]=1)=[N:8][NH:7][C:1]1[CH:6]=[CH:5][CH:4]=[CH:3][CH:2]=1. The catalyst is CN(C)C=O.CO. The yield is 0.350.